This data is from Full USPTO retrosynthesis dataset with 1.9M reactions from patents (1976-2016). The task is: Predict the reactants needed to synthesize the given product. (1) Given the product [ClH:1].[Cl:1][C:2]1[CH:7]=[CH:6][C:5]([C:8](=[O:18])[NH:9][CH2:10][C:11]2[CH:16]=[CH:15][CH:14]=[C:13]([Cl:17])[CH:12]=2)=[CH:4][C:3]=1[NH:19][C:20]([C:22]1[C:42](=[O:43])[NH:41][C:25]2[N:26]=[C:27]([NH:30][CH2:31][CH2:32][CH2:33][N:34]3[CH2:35][CH2:36][N:37]([CH3:40])[CH2:38][CH2:39]3)[N:28]=[CH:29][C:24]=2[CH:23]=1)=[O:21], predict the reactants needed to synthesize it. The reactants are: [Cl:1][C:2]1[CH:7]=[CH:6][C:5]([C:8](=[O:18])[NH:9][CH2:10][C:11]2[CH:16]=[CH:15][CH:14]=[C:13]([Cl:17])[CH:12]=2)=[CH:4][C:3]=1[NH:19][C:20]([C:22]1[C:42](=[O:43])[NH:41][C:25]2[N:26]=[C:27]([NH:30][CH2:31][CH2:32][CH2:33][N:34]3[CH2:39][CH2:38][N:37]([CH3:40])[CH2:36][CH2:35]3)[N:28]=[CH:29][C:24]=2[CH:23]=1)=[O:21].Cl.O1CCOCC1. (2) Given the product [N+:1]([C:4]1[C:13]2[C:8](=[CH:9][C:10]([CH:14]=[CH2:15])=[CH:11][CH:12]=2)[CH:7]=[CH:6][C:5]=1[NH:33][C:32]1[CH:34]=[CH:35][C:29]([S:28][C:25]([F:27])([F:24])[F:26])=[CH:30][CH:31]=1)([O-:3])=[O:2], predict the reactants needed to synthesize it. The reactants are: [N+:1]([C:4]1[C:13]2[C:8](=[CH:9][C:10]([CH:14]=[CH2:15])=[CH:11][CH:12]=2)[CH:7]=[CH:6][C:5]=1OS(C(F)(F)F)(=O)=O)([O-:3])=[O:2].[F:24][C:25]([S:28][C:29]1[CH:35]=[CH:34][C:32]([NH2:33])=[CH:31][CH:30]=1)([F:27])[F:26].C1C=CC(P(C2C=CC=CC=2)C2C=CC=CC=2)=CC=1.C([O-])([O-])=O.[K+].[K+]. (3) Given the product [C:1](=[O:32])([O:5][CH:6]([N:8]1[C:12]2[CH:13]=[CH:14][CH:15]=[CH:16][C:11]=2[N:10]=[C:9]1[S:17]([CH2:18][C:19]1[C:24]([CH3:25])=[C:23]([O:26][CH2:27][C:28]([F:30])([F:29])[F:31])[CH:22]=[CH:21][N:20]=1)=[O:38])[CH3:7])[O:2][CH2:3][CH3:4], predict the reactants needed to synthesize it. The reactants are: [C:1](=[O:32])([O:5][CH:6]([N:8]1[C:12]2[CH:13]=[CH:14][CH:15]=[CH:16][C:11]=2[N:10]=[C:9]1[S:17][CH2:18][C:19]1[C:24]([CH3:25])=[C:23]([O:26][CH2:27][C:28]([F:31])([F:30])[F:29])[CH:22]=[CH:21][N:20]=1)[CH3:7])[O:2][CH2:3][CH3:4].ClC1C=C(C=CC=1)C(OO)=[O:38]. (4) Given the product [Cl:34][C:30]1[N:29]=[C:28]([C:25]2[C:24]3[CH:35]=[C:20]([CH2:19][OH:18])[C:21]([N:37]4[CH2:42][C@H:41]([CH3:43])[O:40][C@H:39]([CH3:44])[CH2:38]4)=[C:22]([F:36])[C:23]=3[O:27][N:26]=2)[CH:33]=[N:32][CH:31]=1, predict the reactants needed to synthesize it. The reactants are: [Si]([O:18][CH2:19][C:20]1[C:21]([N:37]2[CH2:42][C@H:41]([CH3:43])[O:40][C@H:39]([CH3:44])[CH2:38]2)=[C:22]([F:36])[C:23]2[O:27][N:26]=[C:25]([C:28]3[CH:33]=[N:32][CH:31]=[C:30]([Cl:34])[N:29]=3)[C:24]=2[CH:35]=1)(C(C)(C)C)(C1C=CC=CC=1)C1C=CC=CC=1.Cl.